Task: Predict the product of the given reaction.. Dataset: Forward reaction prediction with 1.9M reactions from USPTO patents (1976-2016) Given the reactants [F:1][C:2]1[CH:3]=[C:4]([C:8]2[C:13]([C:14]3[CH:19]=[CH:18][N:17]=[CH:16][CH:15]=3)=[CH:12][N:11]=[C:10]([NH2:20])[N:9]=2)[CH:5]=[CH:6][CH:7]=1.[C:21](OC(=O)C)(=[O:23])[CH3:22].C(=O)(O)[O-].[Na+], predict the reaction product. The product is: [F:1][C:2]1[CH:3]=[C:4]([C:8]2[C:13]([C:14]3[CH:19]=[CH:18][N:17]=[CH:16][CH:15]=3)=[CH:12][N:11]=[C:10]([NH:20][C:21](=[O:23])[CH3:22])[N:9]=2)[CH:5]=[CH:6][CH:7]=1.